The task is: Binary Classification. Given a miRNA mature sequence and a target amino acid sequence, predict their likelihood of interaction.. This data is from Experimentally validated miRNA-target interactions with 360,000+ pairs, plus equal number of negative samples. (1) The miRNA is hsa-miR-4675 with sequence GGGGCUGUGAUUGACCAGCAGG. The protein sequence of the target gene is MVDSVYRTRSLGVAAEGLPDQYADGEAARVWQLYIGDTRSRTAEYKAWLLGLLRQHGCQRVLDVACGTGVDSIMLVEEGFSVTSVDASDKMLKYALKERWNRRHEPAFDKWVIEEANWMTLDKDVPQSAEGGFDAVICLGNSFAHLPDCKGDQSEHRLALKNIASMVRAGGLLVIDHRNYDHILSTGCAPPGKNIYYKSDLTKDVTTSVLIVNNKAHMVTLDYTVQVPGAGQDGSPGLSKFRLSYYPHCLASFTELLQAAFGGKCQHSVLGDFKPYKPGQTYIPCYFIHVLKRTD. Result: 0 (no interaction). (2) The protein sequence of the target gene is MSIFTPTNQIRLTNVAVVRMKRAGKRFEIACYKNKVVGWRSGVEKDLDEVLQTHSVFVNVSKGQVAKKEDLISAFGTDDQTEICKQILTKGEVQVSDKERHTQLEQMFRDIATIVADKCVNPETKRPYTVILIERAMKDIHYSVKTNKSTKQQALEVIKQLKEKMKIERAHMRLRFILPVNEGKKLKEKLKPLIKVIESEDYGQQLEIVCLIDPGCFREIDELIKKETKGKGSLEVLNLKDVEEGDEKFE. Result: 0 (no interaction). The miRNA is mmu-miR-190b-5p with sequence UGAUAUGUUUGAUAUUGGGUUG.